Dataset: Forward reaction prediction with 1.9M reactions from USPTO patents (1976-2016). Task: Predict the product of the given reaction. (1) Given the reactants Br[C:2]1[C:3]([C:24]2[CH:29]=[CH:28][N:27]=[C:26]([F:30])[CH:25]=2)=[C:4]([C:17]2[CH:22]=[CH:21][C:20]([F:23])=[CH:19][CH:18]=2)[N:5]([Si](C(C)C)(C(C)C)C(C)C)[CH:6]=1.[CH2:31]([O:34][C:35]([N:37]1[CH2:42][CH2:41][C:40](=O)[CH2:39][CH2:38]1)=[O:36])[CH:32]=[CH2:33], predict the reaction product. The product is: [CH2:31]([O:34][C:35]([N:37]1[CH2:38][CH:39]=[C:40]([C:2]2[C:3]([C:24]3[CH:29]=[CH:28][N:27]=[C:26]([F:30])[CH:25]=3)=[C:4]([C:17]3[CH:18]=[CH:19][C:20]([F:23])=[CH:21][CH:22]=3)[NH:5][CH:6]=2)[CH2:41][CH2:42]1)=[O:36])[CH:32]=[CH2:33]. (2) The product is: [NH2:6][C:3]([CH3:5])([CH3:4])[CH2:2][NH:1][C:18]1[CH:19]=[C:14]([Cl:13])[N:15]=[CH:16][N:17]=1. Given the reactants [NH2:1][CH2:2][C:3]([NH2:6])([CH3:5])[CH3:4].C(=O)([O-])[O-].[K+].[K+].[Cl:13][C:14]1[CH:19]=[C:18](Cl)[N:17]=[CH:16][N:15]=1, predict the reaction product. (3) Given the reactants [NH2:1][C:2]1[CH:14]=[C:13]([N:15]2[C:23]3[C:18](=[CH:19][CH:20]=[CH:21][CH:22]=3)[CH2:17][CH2:16]2)[CH:12]=[CH:11][C:3]=1[C:4]([O:6][C:7]([CH3:10])([CH3:9])[CH3:8])=[O:5].I[C:25]1[CH:26]=[C:27]([OH:31])[CH:28]=[CH:29][CH:30]=1.C(=O)([O-])[O-].[Cs+].[Cs+].C1(P(C2CCCCC2)C2C=CC=CC=2C2C(C(C)C)=CC(C(C)C)=CC=2C(C)C)CCCCC1, predict the reaction product. The product is: [OH:31][C:27]1[CH:26]=[C:25]([NH:1][C:2]2[CH:14]=[C:13]([N:15]3[C:23]4[C:18](=[CH:19][CH:20]=[CH:21][CH:22]=4)[CH2:17][CH2:16]3)[CH:12]=[CH:11][C:3]=2[C:4]([O:6][C:7]([CH3:10])([CH3:9])[CH3:8])=[O:5])[CH:30]=[CH:29][CH:28]=1. (4) Given the reactants C(OC([C:6]1[N:13]2[C:9]([S:10][CH:11]=[CH:12]2)=[N:8][CH:7]=1)=O)C.[OH-:14].[Na+].C1[CH2:20][O:19]CC1.CO, predict the reaction product. The product is: [S:10]1[C:11]([C:20]([OH:19])=[O:14])=[CH:12][N:13]2[CH:6]=[CH:7][N:8]=[C:9]12.